Predict which catalyst facilitates the given reaction. From a dataset of Catalyst prediction with 721,799 reactions and 888 catalyst types from USPTO. (1) Reactant: [C:1]([C@@H:3]([NH:22][C:23]([C@@H:25]1[CH2:31][N:30](C(OC(C)(C)C)=O)[CH2:29][CH2:28][CH2:27][O:26]1)=[O:24])[CH2:4][C:5]1[CH:10]=[CH:9][C:8]([C:11]2[CH:16]=[CH:15][CH:14]=[C:13]([O:17][S:18]([CH3:21])(=[O:20])=[O:19])[CH:12]=2)=[CH:7][CH:6]=1)#[N:2]. Product: [CH3:21][S:18]([O:17][C:13]1[CH:12]=[C:11]([C:8]2[CH:9]=[CH:10][C:5]([CH2:4][C@@H:3]([C:1]#[N:2])[NH:22][C:23]([C@@H:25]3[CH2:31][NH:30][CH2:29][CH2:28][CH2:27][O:26]3)=[O:24])=[CH:6][CH:7]=2)[CH:16]=[CH:15][CH:14]=1)(=[O:19])=[O:20]. The catalyst class is: 106. (2) Reactant: [CH3:1][CH2:2][CH2:3][CH2:4][CH2:5][CH2:6][CH2:7][CH2:8][CH2:9][CH3:10].CCCCCCCC/C=C\CCCCCCCC[O:29]CCO. Product: [CH3:1][CH2:2][CH2:3][CH2:4][CH2:5][CH2:6][CH2:7][CH2:8][CH2:9][CH3:10].[OH2:29]. The catalyst class is: 6. (3) Reactant: [NH2:1][C:2]1[CH:22]=[CH:21][C:20]([N:23]2[CH2:28][CH2:27][CH2:26][CH2:25][CH2:24]2)=[CH:19][C:3]=1[C:4]([NH:6][C:7]1[CH:8]=[N:9][C:10]([C:13]2[CH:18]=[CH:17][CH:16]=[CH:15][CH:14]=2)=[N:11][CH:12]=1)=[O:5].[CH3:29][O:30][C:31]([C:33]1[CH:34]=[C:35]([CH:39]=[CH:40][CH:41]=1)[C:36](O)=[O:37])=[O:32].CCN=C=NCCCN(C)C.Cl. Product: [C:13]1([C:10]2[N:11]=[CH:12][C:7]([NH:6][C:4]([C:3]3[CH:19]=[C:20]([N:23]4[CH2:28][CH2:27][CH2:26][CH2:25][CH2:24]4)[CH:21]=[CH:22][C:2]=3[NH:1][C:36]([C:35]3[CH:34]=[C:33]([CH:41]=[CH:40][CH:39]=3)[C:31]([O:30][CH3:29])=[O:32])=[O:37])=[O:5])=[CH:8][N:9]=2)[CH:14]=[CH:15][CH:16]=[CH:17][CH:18]=1. The catalyst class is: 112. (4) Reactant: [CH3:1][C:2]1[O:8][CH:7]=[CH:6][C:4](=[O:5])[C:3]=1[OH:9].[OH-].[Na+].[CH2:12](Br)[C:13]1[CH:18]=[CH:17][CH:16]=[CH:15][CH:14]=1. Product: [CH3:1][C:2]1[O:8][CH:7]=[CH:6][C:4](=[O:5])[C:3]=1[O:9][CH2:12][C:13]1[CH:18]=[CH:17][CH:16]=[CH:15][CH:14]=1. The catalyst class is: 24. (5) Reactant: [NH2:1][CH2:2][C:3]1[CH:8]=[CH:7][C:6]([S:9]([N:12]([CH2:24][C:25]2[CH:30]=[CH:29][CH:28]=[CH:27][CH:26]=2)[C:13]2[C:18]([Cl:19])=[CH:17][C:16]([C:20]([F:23])([F:22])[F:21])=[CH:15][N:14]=2)(=[O:11])=[O:10])=[CH:5][CH:4]=1.CCN(CC)CC.[CH3:38][S:39](Cl)(=[O:41])=[O:40]. Product: [CH2:24]([N:12]([C:13]1[C:18]([Cl:19])=[CH:17][C:16]([C:20]([F:23])([F:22])[F:21])=[CH:15][N:14]=1)[S:9]([C:6]1[CH:7]=[CH:8][C:3]([CH2:2][NH:1][S:39]([CH3:38])(=[O:41])=[O:40])=[CH:4][CH:5]=1)(=[O:11])=[O:10])[C:25]1[CH:26]=[CH:27][CH:28]=[CH:29][CH:30]=1. The catalyst class is: 2. (6) Reactant: ClC1C(F)=C(C2CNC(=O)C2)C(OCC)=C(C(Cl)C)C=1.CC1C2C(=NC=NC=2N)NN=1.C(=O)([O-])[O-].[Cs+].[Cs+].[I-].[K+].[NH2:40][C:41]1[N:46]=[CH:45][N:44]=[C:43]2[N:47]([C@H:51]([C:53]3[C:54]([O:67][CH2:68][CH3:69])=[C:55]([C@H:61]4[CH2:65][NH:64][C:63](=[O:66])[CH2:62]4)[C:56]([F:60])=[C:57]([Cl:59])[CH:58]=3)[CH3:52])[N:48]=[C:49]([CH3:50])[C:42]=12.NC1N=CN=C2N([C@H](C3C(OCC)=C([C@@H]4CNC(=O)C4)C(F)=C(Cl)C=3)C)N=C(C)C=12.NC1N=CN=C2N([C@@H](C3C(OCC)=C([C@H]4CNC(=O)C4)C(F)=C(Cl)C=3)C)N=C(C)C=12.NC1N=CN=C2N([C@@H](C3C(OCC)=C([C@@H]4CNC(=O)C4)C(F)=C(Cl)C=3)C)N=C(C)C=12. Product: [NH2:40][C:41]1[N:46]=[CH:45][N:44]=[C:43]2[N:47]([CH:51]([C:53]3[C:54]([O:67][CH2:68][CH3:69])=[C:55]([CH:61]4[CH2:65][NH:64][C:63](=[O:66])[CH2:62]4)[C:56]([F:60])=[C:57]([Cl:59])[CH:58]=3)[CH3:52])[N:48]=[C:49]([CH3:50])[C:42]=12. The catalyst class is: 35.